Predict the reactants needed to synthesize the given product. From a dataset of Full USPTO retrosynthesis dataset with 1.9M reactions from patents (1976-2016). (1) The reactants are: C[O:2][C:3]1[CH:16]=[C:15]2[C:17]3=[C:18]4[C:8]([CH:9]=[CH:10][CH:11]=[C:12]4[CH:13]=[CH:14]2)=[CH:7][CH:6]=[C:5]3[C:4]=1[C:19]([C:21]1[CH:26]=[CH:25][CH:24]=[CH:23][C:22]=1[C:27]([C:29]1[C:42]2[C:43]3=[C:44]4[C:39](=[CH:40][CH:41]=2)[CH:38]=[CH:37][CH:36]=[C:35]4[CH:34]=[CH:33][C:32]3=[CH:31][C:30]=1[O:45]C)=[O:28])=[O:20].C(S)CCCCCCCCCCC.[OH-].[K+].Cl. Given the product [OH:2][C:3]1[CH:16]=[C:15]2[C:17]3=[C:18]4[C:8]([CH:9]=[CH:10][CH:11]=[C:12]4[CH:13]=[CH:14]2)=[CH:7][CH:6]=[C:5]3[C:4]=1[C:19]([C:21]1[CH:26]=[CH:25][CH:24]=[CH:23][C:22]=1[C:27]([C:29]1[C:42]2[C:43]3=[C:44]4[C:39](=[CH:40][CH:41]=2)[CH:38]=[CH:37][CH:36]=[C:35]4[CH:34]=[CH:33][C:32]3=[CH:31][C:30]=1[OH:45])=[O:28])=[O:20], predict the reactants needed to synthesize it. (2) Given the product [Cl:10][C:7]1[CH:6]=[C:5]([C:11]2([C:28]([F:30])([F:29])[F:31])[CH2:15][C:14]([C:16]3[CH:17]=[C:18]4[C:22](=[CH:23][CH:24]=3)[C:21]3([CH2:25][N:26]([C:37](=[O:38])[CH2:36][S:33]([CH3:32])(=[O:35])=[O:34])[CH2:27]3)[O:20][CH2:19]4)=[N:13][CH2:12]2)[CH:4]=[C:3]([Cl:2])[C:8]=1[F:9], predict the reactants needed to synthesize it. The reactants are: Cl.[Cl:2][C:3]1[CH:4]=[C:5]([C:11]2([C:28]([F:31])([F:30])[F:29])[CH2:15][C:14]([C:16]3[CH:17]=[C:18]4[C:22](=[CH:23][CH:24]=3)[C:21]3([CH2:27][NH:26][CH2:25]3)[O:20][CH2:19]4)=[N:13][CH2:12]2)[CH:6]=[C:7]([Cl:10])[C:8]=1[F:9].[CH3:32][S:33]([CH2:36][C:37](O)=[O:38])(=[O:35])=[O:34].C(P1(=O)OP(CCC)(=O)OP(CCC)(=O)O1)CC. (3) Given the product [CH3:4][C:2](=[CH2:3])[CH2:1][O:5][C:7]1[CH:8]=[C:9]([CH3:16])[CH:10]=[CH:11][C:12]=1[N+:13]([O-:15])=[O:14].[CH3:17][C:18]1[CH:24]=[CH:23][C:21]([NH:22][C:1]([NH:30][C:31]2[S:32][CH:33]=[CH:34][N:35]=2)=[O:5])=[C:20]([O:25][CH2:26][C:27]([CH3:29])=[CH2:28])[CH:19]=1, predict the reactants needed to synthesize it. The reactants are: [CH2:1]([OH:5])[C:2](=[CH2:4])[CH3:3].F[C:7]1[CH:8]=[C:9]([CH3:16])[CH:10]=[CH:11][C:12]=1[N+:13]([O-:15])=[O:14].[CH3:17][C:18]1[CH:24]=[CH:23][C:21]([NH2:22])=[C:20]([O:25][CH2:26][C:27]([CH3:29])=[CH2:28])[CH:19]=1.[NH2:30][C:31]1[S:32][CH:33]=[CH:34][N:35]=1. (4) Given the product [CH3:1][N:2]1[CH2:33][CH2:32][C:5]2[N:6]([CH2:14][CH2:15][NH:16][C:17]([CH:19]3[CH2:24][CH2:23][CH2:22][NH:21][CH2:20]3)=[O:18])[C:7]3[CH:8]=[CH:9][C:10]([CH3:13])=[CH:11][C:12]=3[C:4]=2[CH2:3]1, predict the reactants needed to synthesize it. The reactants are: [CH3:1][N:2]1[CH2:33][CH2:32][C:5]2[N:6]([CH2:14][CH2:15][NH:16][C:17]([CH:19]3[CH2:24][CH2:23][CH2:22][N:21](C(OC(C)(C)C)=O)[CH2:20]3)=[O:18])[C:7]3[CH:8]=[CH:9][C:10]([CH3:13])=[CH:11][C:12]=3[C:4]=2[CH2:3]1.FC(F)(F)C(O)=O.